From a dataset of Peptide-MHC class I binding affinity with 185,985 pairs from IEDB/IMGT. Regression. Given a peptide amino acid sequence and an MHC pseudo amino acid sequence, predict their binding affinity value. This is MHC class I binding data. (1) The peptide sequence is WLWVSSSDM. The MHC is HLA-B15:02 with pseudo-sequence HLA-B15:02. The binding affinity (normalized) is 0.898. (2) The binding affinity (normalized) is 0.0176. The MHC is HLA-B18:01 with pseudo-sequence HLA-B18:01. The peptide sequence is QFLKFSLPFPFLYKFLL. (3) The peptide sequence is GLSETGFMR. The MHC is HLA-A33:01 with pseudo-sequence HLA-A33:01. The binding affinity (normalized) is 0.534. (4) The peptide sequence is ATTRDVVVV. The MHC is Mamu-A01 with pseudo-sequence Mamu-A01. The binding affinity (normalized) is 0.370. (5) The peptide sequence is NHTIYINNM. The MHC is Mamu-A07 with pseudo-sequence Mamu-A07. The binding affinity (normalized) is 0.545. (6) The peptide sequence is DLKLVDVKL. The MHC is HLA-A03:01 with pseudo-sequence HLA-A03:01. The binding affinity (normalized) is 0.0847. (7) The peptide sequence is WQFGPSTYY. The MHC is HLA-A26:02 with pseudo-sequence HLA-A26:02. The binding affinity (normalized) is 0.249.